From a dataset of Forward reaction prediction with 1.9M reactions from USPTO patents (1976-2016). Predict the product of the given reaction. Given the reactants [Br:1][C:2]1[CH:11]=[C:10]2[C:5]([C:6]([NH:15][CH2:16][CH2:17][NH2:18])=[C:7]([N+:12]([O-:14])=[O:13])[CH:8]=[N:9]2)=[CH:4][CH:3]=1.C(N(CC)CC)C.[CH3:26][S:27](O[S:27]([CH3:26])(=[O:29])=[O:28])(=[O:29])=[O:28].O, predict the reaction product. The product is: [Br:1][C:2]1[CH:11]=[C:10]2[C:5]([C:6]([NH:15][CH2:16][CH2:17][NH:18][S:27]([CH3:26])(=[O:29])=[O:28])=[C:7]([N+:12]([O-:14])=[O:13])[CH:8]=[N:9]2)=[CH:4][CH:3]=1.